This data is from Full USPTO retrosynthesis dataset with 1.9M reactions from patents (1976-2016). The task is: Predict the reactants needed to synthesize the given product. (1) Given the product [F:3][C:4]1[C:5]([N:14]2[N:18]=[CH:17][CH:16]=[N:15]2)=[N:6][CH:7]=[C:8]([CH:13]=1)[C:9]([OH:11])=[O:10], predict the reactants needed to synthesize it. The reactants are: [OH-].[K+].[F:3][C:4]1[C:5]([N:14]2[N:18]=[CH:17][CH:16]=[N:15]2)=[N:6][CH:7]=[C:8]([CH:13]=1)[C:9]([O:11]C)=[O:10].Cl. (2) Given the product [NH2:25][C@@:24]([C:7]1[CH:6]=[CH:5][C:4]2[C:9](=[CH:10][CH:11]=[C:12]([O:13][C@H:14]3[CH2:15][CH2:16][C@@H:17]([CH2:20][CH2:21][CH2:22][CH3:23])[CH2:18][CH2:19]3)[C:3]=2[C:2]([F:31])([F:32])[F:1])[CH:8]=1)([CH3:30])[CH2:28][OH:27], predict the reactants needed to synthesize it. The reactants are: [F:1][C:2]([F:32])([F:31])[C:3]1[C:12]([O:13][C@H:14]2[CH2:19][CH2:18][C@@H:17]([CH2:20][CH2:21][CH2:22][CH3:23])[CH2:16][CH2:15]2)=[CH:11][CH:10]=[C:9]2[C:4]=1[CH:5]=[CH:6][C:7]([C@:24]1([CH3:30])[CH2:28][O:27]C(=O)[NH:25]1)=[CH:8]2.[OH-].[Li+].C(O)C.O.